Dataset: Peptide-MHC class I binding affinity with 185,985 pairs from IEDB/IMGT. Task: Regression. Given a peptide amino acid sequence and an MHC pseudo amino acid sequence, predict their binding affinity value. This is MHC class I binding data. (1) The peptide sequence is KVVRVDKL. The MHC is H-2-Ld with pseudo-sequence H-2-Ld. The binding affinity (normalized) is 0. (2) The peptide sequence is KLTQGRQTY. The MHC is HLA-B08:02 with pseudo-sequence HLA-B08:02. The binding affinity (normalized) is 0.0847. (3) The peptide sequence is EEIRRIWRQ. The MHC is HLA-B48:01 with pseudo-sequence HLA-B48:01. The binding affinity (normalized) is 0.0847.